From a dataset of Reaction yield outcomes from USPTO patents with 853,638 reactions. Predict the reaction yield, written as a fraction of the theoretical maximum amount of product (1.0 means a 100% yield; for example, 0.34 means a 34% yield). (1) The reactants are [Br:1]Br.[CH3:3][CH:4]1[C:12]2[C:7](=[CH:8][CH:9]=[CH:10][CH:11]=2)[NH:6][C:5]1=[O:13].C([O-])(=O)C.[Na+].C(=O)([O-])[O-].[Na+].[Na+]. The catalyst is C(O)(=O)C. The product is [Br:1][C:10]1[CH:9]=[CH:8][C:7]2[C:12](=[C:4]([CH3:3])[C:5](=[O:13])[N:6]=2)[CH:11]=1. The yield is 0.930. (2) The yield is 0.198. The reactants are [Cl:1][C:2]1[CH:7]=[C:6]([Cl:8])[CH:5]=[CH:4][C:3]=1[C:9]1([NH:12][C:13]2[C:14]3[N:15]([CH:21]=[CH:22][CH:23]=3)[N:16]=[CH:17][C:18]=2[C:19]#[N:20])[CH2:11][CH2:10]1.[NH4+].[OH-:25].OO. The product is [Cl:1][C:2]1[CH:7]=[C:6]([Cl:8])[CH:5]=[CH:4][C:3]=1[C:9]1([NH:12][C:13]2[C:14]3[N:15]([CH:21]=[CH:22][CH:23]=3)[N:16]=[CH:17][C:18]=2[C:19]([NH2:20])=[O:25])[CH2:10][CH2:11]1. The catalyst is CCO. (3) The reactants are CC1(C)C(C)(C)OB([C:9]2[CH:10]=[CH:11][C:12]([C:15]#[N:16])=[N:13][CH:14]=2)O1.Br[C:19]1[CH:26]=[CH:25][CH:24]=[CH:23][C:20]=1[CH:21]=[O:22].C(#N)C.C(=O)([O-])[O-].[Na+].[Na+]. The catalyst is Cl[Pd](Cl)([P](C1C=CC=CC=1)(C1C=CC=CC=1)C1C=CC=CC=1)[P](C1C=CC=CC=1)(C1C=CC=CC=1)C1C=CC=CC=1.C(OCC)(=O)C. The product is [CH:21]([C:20]1[CH:23]=[CH:24][CH:25]=[CH:26][C:19]=1[C:9]1[CH:10]=[CH:11][C:12]([C:15]#[N:16])=[N:13][CH:14]=1)=[O:22]. The yield is 0.720. (4) The reactants are [NH:1]1[CH2:5][CH2:4][N:3]=[C:2]1/[CH:6]=[C:7](\[C:13]1[CH:14]=[N:15][CH:16]=[CH:17][CH:18]=1)/[C:8]1[CH:12]=[CH:11][S:10][CH:9]=1. The catalyst is C(O)C.[Pd]. The product is [NH:3]1[CH2:4][CH2:5][N:1]=[C:2]1[CH2:6][CH:7]([C:13]1[CH:14]=[N:15][CH:16]=[CH:17][CH:18]=1)[C:8]1[CH:12]=[CH:11][S:10][CH:9]=1. The yield is 0.650. (5) The catalyst is C(Cl)Cl. The yield is 0.900. The product is [F:30][C@@H:10]1[C@H:11]2[N:12]=[C:13]([NH:21][CH3:22])[S:14][C@H:15]2[O:16][C@H:17]([C@@H:18]([OH:20])[CH3:19])[C@@H:9]1[OH:8]. The reactants are C([O:8][C@H:9]1[C@@H:17]([C@@H:18]([OH:20])[CH3:19])[O:16][C@H:15]2[C@H:11]([N:12]=[C:13]([N:21](C)[C:22](=O)OC(C)(C)C)[S:14]2)[C@H:10]1[F:30])C1C=CC=CC=1.B(Cl)(Cl)Cl. (6) The reactants are [CH2:1]([O:3][C:4]([C:6]1[C:15](=[O:16])[C:14]2[C:9](=[C:10](Br)[CH:11]=[CH:12][C:13]=2[O:17][CH3:18])[NH:8][CH:7]=1)=[O:5])[CH3:2].C([O-])(=O)C.[Na+]. The catalyst is C(O)(=O)C.[Pd]. The product is [CH2:1]([O:3][C:4]([C:6]1[C:15](=[O:16])[C:14]2[C:9](=[CH:10][CH:11]=[CH:12][C:13]=2[O:17][CH3:18])[NH:8][CH:7]=1)=[O:5])[CH3:2]. The yield is 0.570. (7) The reactants are [Cl:1][C:2]1[CH:3]=[C:4]([CH2:9][CH2:10][C:11](N(OC)C)=[O:12])[CH:5]=[CH:6][C:7]=1[Cl:8].[CH3:17][Mg]Br. The catalyst is CCOCC.[Cl-].[Na+].O. The product is [Cl:1][C:2]1[CH:3]=[C:4]([CH2:9][CH2:10][C:11](=[O:12])[CH3:17])[CH:5]=[CH:6][C:7]=1[Cl:8]. The yield is 0.620.